Dataset: Full USPTO retrosynthesis dataset with 1.9M reactions from patents (1976-2016). Task: Predict the reactants needed to synthesize the given product. (1) Given the product [CH3:38][S:39]([OH:42])(=[O:41])=[O:40].[Cl:33][C:30]1[S:29][C:28]([C:26]([NH:25][C:24]2[C:19]([C:17]([NH:16][C:13]3[CH:14]=[CH:15][C:10]([N:9]4[CH2:8][CH2:7][O:6][C:34]4=[NH:35])=[CH:11][CH:12]=3)=[O:18])=[N:20][CH:21]=[CH:22][CH:23]=2)=[O:27])=[CH:32][CH:31]=1, predict the reactants needed to synthesize it. The reactants are: C([Si](C)(C)[O:6][CH2:7][CH2:8][N:9]([C:34]#[N:35])[C:10]1[CH:15]=[CH:14][C:13]([NH:16][C:17]([C:19]2[C:24]([NH:25][C:26]([C:28]3[S:29][C:30]([Cl:33])=[CH:31][CH:32]=3)=[O:27])=[CH:23][CH:22]=[CH:21][N:20]=2)=[O:18])=[CH:12][CH:11]=1)(C)(C)C.[CH3:38][S:39]([OH:42])(=[O:41])=[O:40]. (2) Given the product [CH3:38][CH2:37][CH2:36][CH2:35][CH2:34][CH2:33][CH2:32][CH2:31][CH2:30][CH2:29][CH2:28][C:27]([C:22]1[CH:21]=[CH:20][C:19]2[CH:18]=[C:17]([N:2]([CH3:3])[CH3:1])[CH:26]=[CH:25][C:24]=2[CH:23]=1)=[O:39], predict the reactants needed to synthesize it. The reactants are: [CH3:1][N:2](P(N(C)C)(N(C)C)=O)[CH3:3].CNC.CO[C:17]1[CH:26]=[CH:25][C:24]2[C:19](=[CH:20][CH:21]=[C:22]([C:27](=[O:39])[CH2:28][CH2:29][CH2:30][CH2:31][CH2:32][CH2:33][CH2:34][CH2:35][CH2:36][CH2:37][CH3:38])[CH:23]=2)[CH:18]=1. (3) Given the product [CH3:32][C:16]1[C:17]([C:19]([N:21]2[CH2:22][CH2:23][CH:24]([N:27]3[CH2:31][CH2:30][CH2:29][CH2:28]3)[CH2:25][CH2:26]2)=[O:20])=[N:18][C:13]([C:11]2[N:10]=[N:9][NH:8][CH:12]=2)=[C:14]([C:33]2[CH:38]=[CH:37][CH:36]=[C:35]([C:39]([F:42])([F:41])[F:40])[CH:34]=2)[CH:15]=1, predict the reactants needed to synthesize it. The reactants are: COC1C=CC(C[N:8]2[CH:12]=[C:11]([C:13]3[N:18]=[C:17]([C:19]([N:21]4[CH2:26][CH2:25][CH:24]([N:27]5[CH2:31][CH2:30][CH2:29][CH2:28]5)[CH2:23][CH2:22]4)=[O:20])[C:16]([CH3:32])=[CH:15][C:14]=3[C:33]3[CH:38]=[CH:37][CH:36]=[C:35]([C:39]([F:42])([F:41])[F:40])[CH:34]=3)[N:10]=[N:9]2)=CC=1.C([O-])([O-])=O.[Na+].[Na+]. (4) Given the product [ClH:1].[NH2:2][C:3]1([C:8]([O:10][CH3:11])=[O:9])[CH2:7][CH2:6][CH2:5][CH2:4][CH2:13]1, predict the reactants needed to synthesize it. The reactants are: [ClH:1].[NH2:2][C:3]1([C:8]([O:10][CH3:11])=[O:9])[CH2:7][CH2:6][CH2:5][CH2:4]1.N[C:13]1(C(O)=O)CCCCC1. (5) The reactants are: F[C:2]1[CH:7]=[C:6]([F:8])[CH:5]=[CH:4][C:3]=1[S:9]([CH3:12])(=[O:11])=[O:10].[Cl:13][C:14]1[CH:15]=[C:16]([CH:21]([NH2:23])[CH3:22])[CH:17]=[C:18]([Cl:20])[CH:19]=1.C(N(CC)C(C)C)(C)C. Given the product [Cl:13][C:14]1[CH:15]=[C:16]([CH:21]([NH:23][C:2]2[CH:7]=[C:6]([F:8])[CH:5]=[CH:4][C:3]=2[S:9]([CH3:12])(=[O:11])=[O:10])[CH3:22])[CH:17]=[C:18]([Cl:20])[CH:19]=1, predict the reactants needed to synthesize it.